Dataset: Forward reaction prediction with 1.9M reactions from USPTO patents (1976-2016). Task: Predict the product of the given reaction. The product is: [CH3:3][CH:2]([NH:4][CH2:5][CH:6]([OH:19])[CH2:7][O:8][C:9]1[CH:10]=[CH:11][C:12]([CH2:15][CH2:16][O:17][CH3:18])=[CH:13][CH:14]=1)[CH3:1]. Given the reactants [CH3:1][CH:2]([NH:4][CH2:5][CH:6]([OH:19])[CH2:7][O:8][C:9]1[CH:10]=[CH:11][C:12]([CH2:15][CH2:16][O:17][CH3:18])=[CH:13][CH:14]=1)[CH3:3].C(O)(C(O)=O)C(O)C(O)=O, predict the reaction product.